The task is: Predict the product of the given reaction.. This data is from Forward reaction prediction with 1.9M reactions from USPTO patents (1976-2016). Given the reactants [CH2:1]([CH2:8][CH2:9][N:10]=[C:11]=[O:12])[CH2:2][CH2:3][CH2:4][N:5]=[C:6]=[O:7].NC(OCC)=O, predict the reaction product. The product is: [CH2:1]([CH2:8][CH2:9][N:10]=[C:11]=[O:12])[CH2:2][CH2:3][CH2:4][N:5]=[C:6]=[O:7].[CH2:1]([CH2:8][CH2:9][N:10]=[C:11]=[O:12])[CH2:2][CH2:3][CH2:4][N:5]=[C:6]=[O:7].[CH2:1]([CH2:8][CH2:9][N:10]=[C:11]=[O:12])[CH2:2][CH2:3][CH2:4][N:5]=[C:6]=[O:7].